Dataset: Reaction yield outcomes from USPTO patents with 853,638 reactions. Task: Predict the reaction yield, written as a fraction of the theoretical maximum amount of product (1.0 means a 100% yield; for example, 0.34 means a 34% yield). The product is [CH2:34]([N:22]1[CH:23]=[C:24]([C:26]2[CH:31]=[CH:30][C:29]([Cl:32])=[CH:28][C:27]=2[Cl:33])[N:25]=[C:21]1[C@@H:20]([NH:38][C:53]([C:48]1([C:45]2[CH:44]=[CH:43][C:42]([O:41][CH3:40])=[CH:47][CH:46]=2)[CH2:49][CH2:50][CH2:51][CH2:52]1)=[O:55])[CH2:19][C:16]1[CH:17]=[CH:18][C:13]([O:12][CH2:11][C:8]2[CH:7]=[CH:6][C:5]([C:4]([OH:39])=[O:3])=[CH:10][CH:9]=2)=[CH:14][CH:15]=1)[CH2:35][CH2:36][CH3:37]. The reactants are Cl.C[O:3][C:4](=[O:39])[C:5]1[CH:10]=[CH:9][C:8]([CH2:11][O:12][C:13]2[CH:18]=[CH:17][C:16]([CH2:19][C@H:20]([NH2:38])[C:21]3[N:22]([CH2:34][CH2:35][CH2:36][CH3:37])[CH:23]=[C:24]([C:26]4[CH:31]=[CH:30][C:29]([Cl:32])=[CH:28][C:27]=4[Cl:33])[N:25]=3)=[CH:15][CH:14]=2)=[CH:7][CH:6]=1.[CH3:40][O:41][C:42]1[CH:47]=[CH:46][C:45]([C:48]2([C:53]([OH:55])=O)[CH2:52][CH2:51][CH2:50][CH2:49]2)=[CH:44][CH:43]=1. The yield is 0.700. No catalyst specified.